This data is from Forward reaction prediction with 1.9M reactions from USPTO patents (1976-2016). The task is: Predict the product of the given reaction. (1) Given the reactants [F:1][C:2]1[CH:7]=[CH:6][C:5]([CH:8]2[S:13][CH2:12][CH2:11][NH:10][CH2:9]2)=[CH:4][CH:3]=1.Cl[C:15]1[C:24]2[C:19](=[CH:20][C:21]([O:27][CH3:28])=[C:22]([O:25][CH3:26])[CH:23]=2)[N:18]=[CH:17][N:16]=1, predict the reaction product. The product is: [CH3:26][O:25][C:22]1[CH:23]=[C:24]2[C:19](=[CH:20][C:21]=1[O:27][CH3:28])[N:18]=[CH:17][N:16]=[C:15]2[N:10]1[CH2:11][CH2:12][S:13][CH:8]([C:5]2[CH:4]=[CH:3][C:2]([F:1])=[CH:7][CH:6]=2)[CH2:9]1. (2) The product is: [CH3:32][O:33][C:34](=[O:56])[C@@H:35]([NH:39][S:40]([C:43]1[CH:48]=[CH:47][C:46]([C:49]2[CH:50]=[CH:51][C:52]([NH:55][C:4]([C:6]3[O:7][C:8]4[CH:15]=[CH:14][C:13]([C:16](=[O:18])[CH3:17])=[C:12]([OH:19])[C:9]=4[C:10]=3[CH3:11])=[O:5])=[CH:53][CH:54]=2)=[CH:45][CH:44]=1)(=[O:42])=[O:41])[CH:36]([CH3:38])[CH3:37]. Given the reactants C(O[C:4]([C:6]1[O:7][C:8]2[CH:15]=[CH:14][C:13]([C:16](=[O:18])[CH3:17])=[C:12]([OH:19])[C:9]=2[C:10]=1[CH3:11])=[O:5])C.CCN=C=NCCCN(C)C.Cl.[CH3:32][O:33][C:34](=[O:56])[C@@H:35]([NH:39][S:40]([C:43]1[CH:48]=[CH:47][C:46]([C:49]2[CH:54]=[CH:53][C:52]([NH2:55])=[CH:51][CH:50]=2)=[CH:45][CH:44]=1)(=[O:42])=[O:41])[CH:36]([CH3:38])[CH3:37].CN(C=O)C, predict the reaction product. (3) Given the reactants [CH2:15]1[CH2:16][N:12]([P+](ON2N=NC3C=CC=CC2=3)([N:12]2[CH2:16][CH2:15][CH2:14][CH2:13]2)[N:12]2[CH2:16][CH2:15][CH2:14][CH2:13]2)[CH2:13][CH2:14]1.F[P-](F)(F)(F)(F)F.CN1[CH2:40][CH2:39][O:38][CH2:37][CH2:36]1.C[N:42]([CH:44]=[O:45])C, predict the reaction product. The product is: [NH:12]1[C:13]2=[N:12][CH:13]=[CH:14][C:15]([C:39]3[O:38][CH:37]=[C:36]([C:44]([NH2:42])=[O:45])[CH:40]=3)=[C:14]2[CH:15]=[CH:16]1. (4) Given the reactants [O:1]1[CH:5]=[CH:4][CH:3]=[C:2]1[C:6]1[N:7]=[C:8]([NH:17]C(=O)OC(C)(C)C)[S:9][C:10]=1[C:11]([CH2:13][CH2:14][O:15][CH3:16])=[O:12], predict the reaction product. The product is: [CH3:16][O:15][CH2:14][CH2:13][C:11]([C:10]1[S:9][C:8]([NH2:17])=[N:7][C:6]=1[C:2]1[O:1][CH:5]=[CH:4][CH:3]=1)=[O:12]. (5) Given the reactants Cl[C:2]1[CH:7]=[CH:6][C:5]([O:8][C:9]2[CH:14]=[CH:13][C:12]([F:15])=[CH:11][CH:10]=2)=[CH:4][N:3]=1.[CH3:16][N:17]1[CH2:22][CH2:21][N:20]([C:23]2[CH:24]=[C:25]([CH:27]=[CH:28][CH:29]=2)[NH2:26])[CH2:19][CH2:18]1.C1(P(C2C=CC=CC=2)C2C3OC4C(=CC=CC=4P(C4C=CC=CC=4)C4C=CC=CC=4)C(C)(C)C=3C=CC=2)C=CC=CC=1.C(=O)([O-])[O-].[Cs+].[Cs+], predict the reaction product. The product is: [F:15][C:12]1[CH:13]=[CH:14][C:9]([O:8][C:5]2[CH:6]=[CH:7][C:2]([NH:26][C:25]3[CH:27]=[CH:28][CH:29]=[C:23]([N:20]4[CH2:19][CH2:18][N:17]([CH3:16])[CH2:22][CH2:21]4)[CH:24]=3)=[N:3][CH:4]=2)=[CH:10][CH:11]=1.